From a dataset of Peptide-MHC class I binding affinity with 185,985 pairs from IEDB/IMGT. Regression. Given a peptide amino acid sequence and an MHC pseudo amino acid sequence, predict their binding affinity value. This is MHC class I binding data. (1) The peptide sequence is ILGVFRRPF. The binding affinity (normalized) is 0.0847. The MHC is HLA-B27:05 with pseudo-sequence HLA-B27:05. (2) The peptide sequence is VSLVSNSFV. The MHC is H-2-Db with pseudo-sequence H-2-Db. The binding affinity (normalized) is 0.541. (3) The MHC is HLA-A24:02 with pseudo-sequence HLA-A24:02. The peptide sequence is LKEPCPSGTY. The binding affinity (normalized) is 0.